Dataset: Forward reaction prediction with 1.9M reactions from USPTO patents (1976-2016). Task: Predict the product of the given reaction. (1) Given the reactants [CH:1]1([N:7]2[CH2:11][CH2:10][CH:9]([C:12]([OH:14])=O)[C:8]2=[O:15])[CH2:6][CH2:5][CH2:4][CH2:3][CH2:2]1.[Cl:16][C:17]1[CH:24]=[CH:23][CH:22]=[C:21]([Cl:25])[C:18]=1[CH2:19][NH2:20].C(N=C=NCCCN(C)C)C.ON1C2C=CC=CC=2N=N1, predict the reaction product. The product is: [CH:1]1([N:7]2[CH2:11][CH2:10][CH:9]([C:12]([NH:20][CH2:19][C:18]3[C:17]([Cl:16])=[CH:24][CH:23]=[CH:22][C:21]=3[Cl:25])=[O:14])[C:8]2=[O:15])[CH2:2][CH2:3][CH2:4][CH2:5][CH2:6]1. (2) Given the reactants Br[C:2]1[CH:3]=[CH:4][C:5]([O:18][CH3:19])=[C:6]([C:8]2[O:9][C:10]3[CH:16]=[CH:15][CH:14]=[C:13]([F:17])[C:11]=3[N:12]=2)[CH:7]=1.[B:20]1([B:20]2[O:24][C:23]([CH3:26])([CH3:25])[C:22]([CH3:28])([CH3:27])[O:21]2)[O:24][C:23]([CH3:26])([CH3:25])[C:22]([CH3:28])([CH3:27])[O:21]1.C(O[K])(C)=O, predict the reaction product. The product is: [F:17][C:13]1[C:11]2[N:12]=[C:8]([C:6]3[CH:7]=[C:2]([B:20]4[O:24][C:23]([CH3:26])([CH3:25])[C:22]([CH3:28])([CH3:27])[O:21]4)[CH:3]=[CH:4][C:5]=3[O:18][CH3:19])[O:9][C:10]=2[CH:16]=[CH:15][CH:14]=1. (3) The product is: [Cl:23][C:12]1[N:11]=[CH:10][C:9]2[O:8][C:5]3[C:4]([C:15]4([CH2:16][O:17][CH2:18][CH2:19][C:20]([NH2:22])=[N:21]4)[C:14]=2[CH:13]=1)=[CH:3][C:2]([C:30]1[C:25]([F:24])=[N:26][CH:27]=[CH:28][CH:29]=1)=[CH:7][CH:6]=3. Given the reactants Br[C:2]1[CH:3]=[C:4]2[C:15]3([CH2:16][O:17][CH2:18][CH2:19][C:20]([NH2:22])=[N:21]3)[C:14]3[CH:13]=[C:12]([Cl:23])[N:11]=[CH:10][C:9]=3[O:8][C:5]2=[CH:6][CH:7]=1.[F:24][C:25]1[C:30](B(O)O)=[CH:29][CH:28]=[CH:27][N:26]=1.P([O-])([O-])([O-])=O.[K+].[K+].[K+], predict the reaction product.